Predict which catalyst facilitates the given reaction. From a dataset of Catalyst prediction with 721,799 reactions and 888 catalyst types from USPTO. (1) Reactant: [OH:1][C:2]1[CH2:7][C:6]([CH:16]([CH3:18])[CH3:17])([CH2:8][CH2:9][C:10]2[S:14][CH:13]=[N:12][C:11]=2[CH3:15])[O:5][C:4](=[O:19])[CH:3]=1.[C:20]([C:24]1[CH:29]=[C:28]([CH2:30][OH:31])[C:27]([CH3:32])=[CH:26][C:25]=1[S:33]S(C1C=CC(C)=CC=1)(=O)=O)([CH3:23])([CH3:22])[CH3:21].C(=O)([O-])[O-].[K+].[K+]. Product: [C:20]([C:24]1[CH:29]=[C:28]([CH2:30][OH:31])[C:27]([CH3:32])=[CH:26][C:25]=1[S:33][C:3]1[C:4](=[O:19])[O:5][C:6]([CH:16]([CH3:17])[CH3:18])([CH2:8][CH2:9][C:10]2[S:14][CH:13]=[N:12][C:11]=2[CH3:15])[CH2:7][C:2]=1[OH:1])([CH3:23])([CH3:22])[CH3:21]. The catalyst class is: 3. (2) The catalyst class is: 7. Reactant: [H-].[Al+3].[Li+].[H-].[H-].[H-].[CH3:7][O:8][C:9]1[CH:10]=[C:11]([CH:14]=[CH:15][C:16]=1[F:17])[C:12]#[N:13]. Product: [CH3:7][O:8][C:9]1[CH:10]=[C:11]([CH:14]=[CH:15][C:16]=1[F:17])[CH2:12][NH2:13]. (3) Reactant: [N:1]1([C:8]2[N:9]([C:19]3[CH:24]=[CH:23][CH:22]=[CH:21][CH:20]=3)[C:10]3[C:15]([C:16]=2[CH:17]=[O:18])=[CH:14][CH:13]=[CH:12][CH:11]=3)[CH2:7][CH2:6][CH2:5][NH:4][CH2:3][CH2:2]1.[CH2:25]([CH:27]1[O:29][CH2:28]1)Br.C(=O)([O-])[O-].[K+].[K+]. Product: [O:29]1[CH2:28][CH:27]1[CH2:25][N:4]1[CH2:5][CH2:6][CH2:7][N:1]([C:8]2[N:9]([C:19]3[CH:24]=[CH:23][CH:22]=[CH:21][CH:20]=3)[C:10]3[C:15]([C:16]=2[CH:17]=[O:18])=[CH:14][CH:13]=[CH:12][CH:11]=3)[CH2:2][CH2:3]1. The catalyst class is: 10. (4) Reactant: [N+:1]([C:4]1[CH:5]=[C:6]([NH:11][C:12](=[O:25])[C:13]2[CH:18]=[CH:17][CH:16]=[C:15]([N:19]3[CH2:24][CH2:23][O:22][CH2:21][CH2:20]3)[CH:14]=2)[CH:7]=[CH:8][C:9]=1[CH3:10])([O-])=O.[H][H]. Product: [NH2:1][C:4]1[CH:5]=[C:6]([NH:11][C:12](=[O:25])[C:13]2[CH:18]=[CH:17][CH:16]=[C:15]([N:19]3[CH2:20][CH2:21][O:22][CH2:23][CH2:24]3)[CH:14]=2)[CH:7]=[CH:8][C:9]=1[CH3:10]. The catalyst class is: 19.